This data is from Merck oncology drug combination screen with 23,052 pairs across 39 cell lines. The task is: Regression. Given two drug SMILES strings and cell line genomic features, predict the synergy score measuring deviation from expected non-interaction effect. (1) Drug 2: Cn1c(=O)n(-c2ccc(C(C)(C)C#N)cc2)c2c3cc(-c4cnc5ccccc5c4)ccc3ncc21. Cell line: A375. Synergy scores: synergy=63.0. Drug 1: C=CCn1c(=O)c2cnc(Nc3ccc(N4CCN(C)CC4)cc3)nc2n1-c1cccc(C(C)(C)O)n1. (2) Drug 1: CC(C)CC(NC(=O)C(Cc1ccccc1)NC(=O)c1cnccn1)B(O)O. Drug 2: Cn1c(=O)n(-c2ccc(C(C)(C)C#N)cc2)c2c3cc(-c4cnc5ccccc5c4)ccc3ncc21. Cell line: MDAMB436. Synergy scores: synergy=11.9. (3) Drug 1: CN1C(=O)C=CC2(C)C3CCC4(C)C(NC(=O)OCC(F)(F)F)CCC4C3CCC12. Drug 2: N#Cc1ccc(Cn2cncc2CN2CCN(c3cccc(Cl)c3)C(=O)C2)cc1. Cell line: A375. Synergy scores: synergy=8.22. (4) Drug 1: CNC(=O)c1cc(Oc2ccc(NC(=O)Nc3ccc(Cl)c(C(F)(F)F)c3)cc2)ccn1. Drug 2: CCc1cnn2c(NCc3ccc[n+]([O-])c3)cc(N3CCCCC3CCO)nc12. Cell line: RPMI7951. Synergy scores: synergy=-6.51.